This data is from Full USPTO retrosynthesis dataset with 1.9M reactions from patents (1976-2016). The task is: Predict the reactants needed to synthesize the given product. (1) Given the product [CH3:14][C:10]1[NH:9][N:8]([C:5]2[N:6]=[N:7][C:2]([O:25][CH2:24][C:21]3[CH:22]=[CH:23][C:18]([O:17][C:16]([F:15])([F:26])[F:27])=[CH:19][CH:20]=3)=[CH:3][CH:4]=2)[C:12](=[O:13])[CH:11]=1, predict the reactants needed to synthesize it. The reactants are: Cl[C:2]1[N:7]=[N:6][C:5]([N:8]2[C:12](=[O:13])[CH:11]=[C:10]([CH3:14])[NH:9]2)=[CH:4][CH:3]=1.[F:15][C:16]([F:27])([F:26])[O:17][C:18]1[CH:23]=[CH:22][C:21]([CH2:24][OH:25])=[CH:20][CH:19]=1.CC([O-])(C)C.[K+]. (2) Given the product [C:54]([O:53][P:47]([C:44]([F:46])([F:45])[C:41]1[CH:42]=[CH:43][C:38]([CH2:37][C:8]([C:18]2[CH:19]=[CH:20][C:21]([C:22]([O:24][CH3:25])=[O:23])=[CH:26][CH:27]=2)([C:6](=[O:7])[C:5]2[CH:28]=[CH:29][C:2]([F:1])=[CH:3][CH:4]=2)[CH2:9]/[CH:10]=[CH:11]/[C:12]2[CH:17]=[CH:16][CH:15]=[CH:14][CH:13]=2)=[CH:39][CH:40]=1)([O:48][C:49]([CH3:52])([CH3:51])[CH3:50])=[O:58])([CH3:55])([CH3:56])[CH3:57], predict the reactants needed to synthesize it. The reactants are: [F:1][C:2]1[CH:29]=[CH:28][C:5]([C:6]([CH:8]([C:18]2[CH:27]=[CH:26][C:21]([C:22]([O:24][CH3:25])=[O:23])=[CH:20][CH:19]=2)[CH2:9]/[CH:10]=[CH:11]/[C:12]2[CH:17]=[CH:16][CH:15]=[CH:14][CH:13]=2)=[O:7])=[CH:4][CH:3]=1.CC(C)([O-])C.[K+].Br[CH2:37][C:38]1[CH:43]=[CH:42][C:41]([C:44]([P:47](=[O:58])([O:53][C:54]([CH3:57])([CH3:56])[CH3:55])[O:48][C:49]([CH3:52])([CH3:51])[CH3:50])([F:46])[F:45])=[CH:40][CH:39]=1.C([O-])(=O)C.[NH4+]. (3) Given the product [CH3:19][S:20]([O:1][C:2]1[CH:11]=[C:6]([C:7]([O:9][CH3:10])=[O:8])[CH:5]=[C:4]([CH:3]=1)[C:12]([O:14][CH3:15])=[O:13])(=[O:22])=[O:21], predict the reactants needed to synthesize it. The reactants are: [OH:1][C:2]1[CH:3]=[C:4]([C:12]([O:14][CH3:15])=[O:13])[CH:5]=[C:6]([CH:11]=1)[C:7]([O:9][CH3:10])=[O:8].ClCCl.[CH3:19][S:20](Cl)(=[O:22])=[O:21]. (4) Given the product [N:1]1([C:7]([C:9]2([CH2:21][NH2:22])[CH2:14][CH2:13][N:12]([S:15]([CH2:18][CH2:19][CH3:20])(=[O:17])=[O:16])[CH2:11][CH2:10]2)=[O:8])[CH2:6][CH2:5][O:4][CH2:3][CH2:2]1, predict the reactants needed to synthesize it. The reactants are: [N:1]1([C:7]([C:9]2([C:21]#[N:22])[CH2:14][CH2:13][N:12]([S:15]([CH2:18][CH2:19][CH3:20])(=[O:17])=[O:16])[CH2:11][CH2:10]2)=[O:8])[CH2:6][CH2:5][O:4][CH2:3][CH2:2]1. (5) Given the product [O-:27][N+:28]1[O:32][N:31]=[C:30]([O:33][CH2:34][CH2:35][C:36]([OH:38])=[O:37])[C:29]=1[S:39]([C:42]1[CH:47]=[CH:46][CH:45]=[CH:44][CH:43]=1)(=[O:40])=[O:41].[CH2:8]([O:7][C:5]([C@@H:4]([NH:10][C@@H:11]([CH3:12])[C:13]([N:15]1[C@@H:16]2[C@@H:21]([CH2:20][CH2:19][CH2:18][CH2:17]2)[CH2:22][C@H:23]1[C:24]([OH:26])=[O:25])=[O:14])[CH2:3][CH2:2][CH3:1])=[O:6])[CH3:9], predict the reactants needed to synthesize it. The reactants are: [CH3:1][CH2:2][CH2:3][C@H:4]([NH:10][C@H:11]([C:13]([N:15]1[C@H:23]([C:24]([OH:26])=[O:25])[CH2:22][C@H:21]2[C@@H:16]1[CH2:17][CH2:18][CH2:19][CH2:20]2)=[O:14])[CH3:12])[C:5]([O:7][CH2:8][CH3:9])=[O:6].[O-:27][N+:28]1[O:32][N:31]=[C:30]([O:33][CH2:34][CH2:35][C:36]([OH:38])=[O:37])[C:29]=1[S:39]([C:42]1[CH:47]=[CH:46][CH:45]=[CH:44][CH:43]=1)(=[O:41])=[O:40]. (6) The reactants are: [Cl:1][C:2]1[CH:3]=[C:4]([NH:9][C:10]2[C:19]3[C:14](=[CH:15][C:16](F)=[C:17]([N+:20]([O-:22])=[O:21])[CH:18]=3)[N:13]=[CH:12][N:11]=2)[CH:5]=[CH:6][C:7]=1[F:8].C[Si](C)(C)[O-].[K+].[CH3:30][C:31]1([CH2:35][OH:36])[CH2:34][O:33][CH2:32]1. Given the product [Cl:1][C:2]1[CH:3]=[C:4]([NH:9][C:10]2[C:19]3[C:14](=[CH:15][C:16]([O:36][CH2:35][C:31]4([CH3:30])[CH2:34][O:33][CH2:32]4)=[C:17]([N+:20]([O-:22])=[O:21])[CH:18]=3)[N:13]=[CH:12][N:11]=2)[CH:5]=[CH:6][C:7]=1[F:8], predict the reactants needed to synthesize it. (7) Given the product [ClH:23].[NH:25]1[CH2:29][CH2:28][C@@H:27]([O:30][N:31]=[C:17]2[CH2:16][CH2:15][C@@:14]3([CH3:21])[CH:19]([C@@H:2]([CH3:1])[CH2:3][C@@H:4]4[C@@H:13]3[CH2:12][CH2:11][C@@:9]3([CH3:10])[C@H:5]4[CH2:6][CH2:7][C:8]3=[O:22])[CH2:18]2)[CH2:26]1, predict the reactants needed to synthesize it. The reactants are: [CH3:1][C@@H:2]1[CH:19]2[C@:14]([CH3:21])([CH2:15][CH2:16][C:17](=O)[CH2:18]2)[C@@H:13]2[C@H:4]([C@H:5]3[C@@:9]([CH2:11][CH2:12]2)([CH3:10])[C:8](=[O:22])[CH2:7][CH2:6]3)[CH2:3]1.[ClH:23].Cl.[NH:25]1[CH2:29][CH2:28][C@@H:27]([O:30][NH2:31])[CH2:26]1. (8) Given the product [CH3:34][O:35][CH:36]([O:39][CH3:40])[CH2:37][NH:38][C:9](=[O:10])[C@H:8]([NH:12][S:13]([C:16]1[CH:21]=[CH:20][C:19]([CH3:22])=[CH:18][CH:17]=1)(=[O:15])=[O:14])[CH2:7][C:6]([O:5][C:1]([CH3:4])([CH3:3])[CH3:2])=[O:23], predict the reactants needed to synthesize it. The reactants are: [C:1]([O:5][C:6](=[O:23])[CH2:7][C@@H:8]([NH:12][S:13]([C:16]1[CH:21]=[CH:20][C:19]([CH3:22])=[CH:18][CH:17]=1)(=[O:15])=[O:14])[C:9](O)=[O:10])([CH3:4])([CH3:3])[CH3:2].C1C=CC2N(O)N=NC=2C=1.[CH3:34][O:35][CH:36]([O:39][CH3:40])[CH2:37][NH2:38].CCN=C=NCCCN(C)C. (9) Given the product [NH2:1][C:2]1[CH:12]=[C:11]([CH2:13][N:14]2[CH2:19][CH2:18][N:17]([CH3:20])[CH2:16][CH2:15]2)[C:10]([C:21]#[N:22])=[CH:9][C:3]=1[C:4]([OH:6])=[O:5], predict the reactants needed to synthesize it. The reactants are: [NH2:1][C:2]1[CH:12]=[C:11]([CH2:13][N:14]2[CH2:19][CH2:18][N:17]([CH3:20])[CH2:16][CH2:15]2)[C:10]([C:21]#[N:22])=[CH:9][C:3]=1[C:4]([O:6]CC)=[O:5].NC1C(Cl)=C(C=O)C(C(F)(F)F)=CC=1C(O)=O. (10) Given the product [F:1][C:2]([F:8])([F:7])[C:3]([NH:6][C:10](=[O:11])[O:12][C:13]1[CH:14]=[CH:15][C:16]([N+:19]([O-:21])=[O:20])=[CH:17][CH:18]=1)([CH3:5])[CH3:4], predict the reactants needed to synthesize it. The reactants are: [F:1][C:2]([F:8])([F:7])[C:3]([NH2:6])([CH3:5])[CH3:4].Cl[C:10]([O:12][C:13]1[CH:18]=[CH:17][C:16]([N+:19]([O-:21])=[O:20])=[CH:15][CH:14]=1)=[O:11].C(N(C(C)C)CC)(C)C.C(=O)([O-])O.[Na+].